Dataset: Full USPTO retrosynthesis dataset with 1.9M reactions from patents (1976-2016). Task: Predict the reactants needed to synthesize the given product. (1) Given the product [C:12]([Si:16]([C:23]1[CH:24]=[CH:25][CH:26]=[CH:27][CH:28]=1)([C:29]1[CH:30]=[CH:31][CH:32]=[CH:33][CH:34]=1)[O:17][C:18]1([CH3:22])[CH2:19][N:20]([CH2:1][C:3]2[CH:10]=[CH:9][C:6]([C:7]#[N:8])=[CH:5][CH:4]=2)[CH2:21]1)([CH3:13])([CH3:14])[CH3:15], predict the reactants needed to synthesize it. The reactants are: [CH:1]([C:3]1[CH:10]=[CH:9][C:6]([C:7]#[N:8])=[CH:5][CH:4]=1)=O.Cl.[C:12]([Si:16]([C:29]1[CH:34]=[CH:33][CH:32]=[CH:31][CH:30]=1)([C:23]1[CH:28]=[CH:27][CH:26]=[CH:25][CH:24]=1)[O:17][C:18]1([CH3:22])[CH2:21][NH:20][CH2:19]1)([CH3:15])([CH3:14])[CH3:13].CO.CN(C=O)C.C([BH3-])#N.[Na+]. (2) Given the product [CH3:1][O:2][C:3]1[CH:4]=[C:5]2[C:10](=[CH:11][C:12]=1[O:13][CH3:14])[N:9]=[CH:8][N:7]=[C:6]2[N:15]1[CH2:20][CH2:19][CH:18]([CH2:21][NH:22][C:33]([NH:34][C:35]2[CH:40]=[CH:39][C:38]([CH:41]([CH3:43])[CH3:42])=[CH:37][CH:36]=2)=[O:32])[CH2:17][CH2:16]1, predict the reactants needed to synthesize it. The reactants are: [CH3:1][O:2][C:3]1[CH:4]=[C:5]2[C:10](=[CH:11][C:12]=1[O:13][CH3:14])[N:9]=[CH:8][N:7]=[C:6]2[N:15]1[CH2:20][CH2:19][CH:18]([CH2:21][NH2:22])[CH2:17][CH2:16]1.[N+](C1C=CC([O:32][C:33](=O)[NH:34][C:35]2[CH:40]=[CH:39][C:38]([CH:41]([CH3:43])[CH3:42])=[CH:37][CH:36]=2)=CC=1)([O-])=O.